From a dataset of NCI-60 drug combinations with 297,098 pairs across 59 cell lines. Regression. Given two drug SMILES strings and cell line genomic features, predict the synergy score measuring deviation from expected non-interaction effect. (1) Drug 1: CC(CN1CC(=O)NC(=O)C1)N2CC(=O)NC(=O)C2. Drug 2: CC1=C(N=C(N=C1N)C(CC(=O)N)NCC(C(=O)N)N)C(=O)NC(C(C2=CN=CN2)OC3C(C(C(C(O3)CO)O)O)OC4C(C(C(C(O4)CO)O)OC(=O)N)O)C(=O)NC(C)C(C(C)C(=O)NC(C(C)O)C(=O)NCCC5=NC(=CS5)C6=NC(=CS6)C(=O)NCCC[S+](C)C)O. Cell line: SN12C. Synergy scores: CSS=33.1, Synergy_ZIP=9.63, Synergy_Bliss=13.8, Synergy_Loewe=11.0, Synergy_HSA=12.1. (2) Drug 1: C1CN(CCN1C(=O)CCBr)C(=O)CCBr. Synergy scores: CSS=9.60, Synergy_ZIP=-8.15, Synergy_Bliss=-7.50, Synergy_Loewe=-4.69, Synergy_HSA=-4.69. Cell line: SK-MEL-28. Drug 2: C1CCC(C(C1)N)N.C(=O)(C(=O)[O-])[O-].[Pt+4]. (3) Drug 1: CC12CCC3C(C1CCC2O)C(CC4=C3C=CC(=C4)O)CCCCCCCCCS(=O)CCCC(C(F)(F)F)(F)F. Drug 2: CC(C)CN1C=NC2=C1C3=CC=CC=C3N=C2N. Cell line: HOP-62. Synergy scores: CSS=-6.38, Synergy_ZIP=4.59, Synergy_Bliss=7.80, Synergy_Loewe=-3.54, Synergy_HSA=-0.712. (4) Drug 1: C1=NC2=C(N=C(N=C2N1C3C(C(C(O3)CO)O)O)F)N. Drug 2: C1C(C(OC1N2C=NC(=NC2=O)N)CO)O. Cell line: HL-60(TB). Synergy scores: CSS=33.7, Synergy_ZIP=2.51, Synergy_Bliss=2.51, Synergy_Loewe=-3.33, Synergy_HSA=-2.62. (5) Drug 1: CCC1(CC2CC(C3=C(CCN(C2)C1)C4=CC=CC=C4N3)(C5=C(C=C6C(=C5)C78CCN9C7C(C=CC9)(C(C(C8N6C=O)(C(=O)OC)O)OC(=O)C)CC)OC)C(=O)OC)O.OS(=O)(=O)O. Drug 2: B(C(CC(C)C)NC(=O)C(CC1=CC=CC=C1)NC(=O)C2=NC=CN=C2)(O)O. Cell line: ACHN. Synergy scores: CSS=39.1, Synergy_ZIP=1.38, Synergy_Bliss=-0.806, Synergy_Loewe=-9.87, Synergy_HSA=-1.77. (6) Drug 1: COC1=CC(=CC(=C1O)OC)C2C3C(COC3=O)C(C4=CC5=C(C=C24)OCO5)OC6C(C(C7C(O6)COC(O7)C8=CC=CS8)O)O. Drug 2: CS(=O)(=O)CCNCC1=CC=C(O1)C2=CC3=C(C=C2)N=CN=C3NC4=CC(=C(C=C4)OCC5=CC(=CC=C5)F)Cl. Cell line: SN12C. Synergy scores: CSS=45.5, Synergy_ZIP=1.00, Synergy_Bliss=-0.0406, Synergy_Loewe=-4.25, Synergy_HSA=1.85. (7) Drug 1: CN(C)N=NC1=C(NC=N1)C(=O)N. Drug 2: CC1=C(C(=O)C2=C(C1=O)N3CC4C(C3(C2COC(=O)N)OC)N4)N. Cell line: M14. Synergy scores: CSS=35.8, Synergy_ZIP=-4.14, Synergy_Bliss=-4.35, Synergy_Loewe=-73.0, Synergy_HSA=-7.51. (8) Drug 1: CN1CCC(CC1)COC2=C(C=C3C(=C2)N=CN=C3NC4=C(C=C(C=C4)Br)F)OC. Drug 2: CC1=C2C(C(=O)C3(C(CC4C(C3C(C(C2(C)C)(CC1OC(=O)C(C(C5=CC=CC=C5)NC(=O)C6=CC=CC=C6)O)O)OC(=O)C7=CC=CC=C7)(CO4)OC(=O)C)O)C)OC(=O)C. Cell line: SNB-75. Synergy scores: CSS=20.6, Synergy_ZIP=2.19, Synergy_Bliss=9.57, Synergy_Loewe=6.92, Synergy_HSA=10.1. (9) Drug 1: CCCS(=O)(=O)NC1=C(C(=C(C=C1)F)C(=O)C2=CNC3=C2C=C(C=N3)C4=CC=C(C=C4)Cl)F. Drug 2: C1=C(C(=O)NC(=O)N1)N(CCCl)CCCl. Cell line: MALME-3M. Synergy scores: CSS=59.3, Synergy_ZIP=5.76, Synergy_Bliss=4.65, Synergy_Loewe=-11.6, Synergy_HSA=7.27. (10) Drug 1: CC1=CC2C(CCC3(C2CCC3(C(=O)C)OC(=O)C)C)C4(C1=CC(=O)CC4)C. Drug 2: CCC(=C(C1=CC=CC=C1)C2=CC=C(C=C2)OCCN(C)C)C3=CC=CC=C3.C(C(=O)O)C(CC(=O)O)(C(=O)O)O. Cell line: SW-620. Synergy scores: CSS=-9.56, Synergy_ZIP=2.15, Synergy_Bliss=-2.16, Synergy_Loewe=-8.01, Synergy_HSA=-6.68.